Dataset: Forward reaction prediction with 1.9M reactions from USPTO patents (1976-2016). Task: Predict the product of the given reaction. (1) Given the reactants [OH-].[NH4+:2].[CH2:3]([O:10][CH2:11][CH2:12][S:13](Cl)(=[O:15])=[O:14])[C:4]1[CH:9]=[CH:8][CH:7]=[CH:6][CH:5]=1, predict the reaction product. The product is: [CH2:3]([O:10][CH2:11][CH2:12][S:13]([NH2:2])(=[O:15])=[O:14])[C:4]1[CH:9]=[CH:8][CH:7]=[CH:6][CH:5]=1. (2) Given the reactants C[O:2][C:3](=[O:29])[C:4]1[CH:9]=[CH:8][C:7]([C@@H:10]([C:21]2[CH:26]=[CH:25][C:24]([Cl:27])=[CH:23][C:22]=2[CH3:28])[CH2:11][C:12]([C:14]2[CH:19]=[CH:18][N:17]=[C:16]([CH3:20])[CH:15]=2)=[O:13])=[CH:6][CH:5]=1.[OH-].[Li+], predict the reaction product. The product is: [Cl:27][C:24]1[CH:25]=[CH:26][C:21]([C@H:10]([C:7]2[CH:6]=[CH:5][C:4]([C:3]([OH:29])=[O:2])=[CH:9][CH:8]=2)[CH2:11][C:12]([C:14]2[CH:19]=[CH:18][N:17]=[C:16]([CH3:20])[CH:15]=2)=[O:13])=[C:22]([CH3:28])[CH:23]=1. (3) Given the reactants [C:1]([O:5][C@@H:6]([C:11]1[C:40]([CH3:41])=[CH:39][C:38]2=[N:42][C:35]3=[CH:36][N:37]2[C:12]=1[N:13]1[CH2:48][CH2:47][C:16]([CH3:49])([O:17][CH2:18][CH2:19][CH2:20][CH2:21][C@H:22]([CH3:46])[O:23][C:24]2[CH:25]=[C:26]([F:45])[CH:27]=[C:28]([F:44])[C:29]=2[C:30]2[CH:43]=[C:34]3[CH:33]=[CH:32][CH:31]=2)[CH2:15][CH2:14]1)[C:7]([O:9]C)=[O:8])([CH3:4])([CH3:3])[CH3:2].C(O[C@@H](C1C(C)=CC2=NC3=CN2C=1N1CCC(C)(OCCCC[C@H](C)OC2C=CC(C)=CC=2C2C=C3C=CC=2)CC1)C(O)=O)(C)(C)C, predict the reaction product. The product is: [C:1]([O:5][C@@H:6]([C:11]1[C:40]([CH3:41])=[CH:39][C:38]2=[N:42][C:35]3=[CH:36][N:37]2[C:12]=1[N:13]1[CH2:14][CH2:15][C:16]([CH3:49])([O:17][CH2:18][CH2:19][CH2:20][CH2:21][C@H:22]([CH3:46])[O:23][C:24]2[CH:25]=[C:26]([F:45])[CH:27]=[C:28]([F:44])[C:29]=2[C:30]2[CH:43]=[C:34]3[CH:33]=[CH:32][CH:31]=2)[CH2:47][CH2:48]1)[C:7]([OH:9])=[O:8])([CH3:4])([CH3:2])[CH3:3]. (4) Given the reactants CC(C)([O-])C.[K+].[C:7]([CH2:9][C:10](OCC)=[O:11])#[N:8].[S:15]1[CH:19]=[CH:18][N:17]=[C:16]1[C:20]([NH2:22])=[NH:21], predict the reaction product. The product is: [NH2:8][C:7]1[N:22]=[C:20]([C:16]2[S:15][CH:19]=[CH:18][N:17]=2)[N:21]=[C:10]([OH:11])[CH:9]=1. (5) Given the reactants Br[C:2]1[C:3]([CH3:21])=[N:4][N:5]([CH2:14][C:15]2[CH:20]=[CH:19][CH:18]=[CH:17][N:16]=2)[C:6]=1[C:7]1[CH:12]=[CH:11][C:10]([F:13])=[CH:9][CH:8]=1.CC1(C)C(C)(C)OB([C:30]2[CH:31]=[CH:32][C:33]3[O:38][CH2:37][C:36](=[O:39])[NH:35][C:34]=3[CH:40]=2)O1.C(=O)([O-])[O-].[Cs+].[Cs+], predict the reaction product. The product is: [F:13][C:10]1[CH:11]=[CH:12][C:7]([C:6]2[N:5]([CH2:14][C:15]3[CH:20]=[CH:19][CH:18]=[CH:17][N:16]=3)[N:4]=[C:3]([CH3:21])[C:2]=2[C:30]2[CH:31]=[CH:32][C:33]3[O:38][CH2:37][C:36](=[O:39])[NH:35][C:34]=3[CH:40]=2)=[CH:8][CH:9]=1. (6) Given the reactants [O:1]=[C:2]1[CH2:11][CH2:10][C@@H:9]2[C@@H:4]([CH2:5][C@@H:6]([C:19]([OH:21])=[O:20])[N:7]([C:12]([O:14][C:15]([CH3:18])([CH3:17])[CH3:16])=[O:13])[CH2:8]2)[CH2:3]1.O.O.O.O.O.O.O.[Cl-].[Cl-].[Cl-].[Ce+3].[C:33](O)(=O)[CH3:34], predict the reaction product. The product is: [CH2:33]([O:20][C:19]([C@@H:6]1[CH2:5][C@@H:4]2[C@@H:9]([CH2:10][CH2:11][C@H:2]([OH:1])[CH2:3]2)[CH2:8][N:7]1[C:12]([O:14][C:15]([CH3:16])([CH3:17])[CH3:18])=[O:13])=[O:21])[CH3:34]. (7) Given the reactants [F:1][C:2]1[CH:30]=[CH:29][C:5]([CH2:6][N:7]2[C:12](=[O:13])[C:11]([CH2:14]OS(C)(=O)=O)=[CH:10][C:9]([C:20]3[CH:25]=[CH:24][C:23]([O:26][CH3:27])=[C:22]([F:28])[CH:21]=3)=[N:8]2)=[CH:4][CH:3]=1.[CH3:31][N:32]1[CH2:37][CH2:36][NH:35][CH2:34][CH2:33]1, predict the reaction product. The product is: [F:1][C:2]1[CH:30]=[CH:29][C:5]([CH2:6][N:7]2[C:12](=[O:13])[C:11]([CH2:14][N:35]3[CH2:36][CH2:37][N:32]([CH3:31])[CH2:33][CH2:34]3)=[CH:10][C:9]([C:20]3[CH:25]=[CH:24][C:23]([O:26][CH3:27])=[C:22]([F:28])[CH:21]=3)=[N:8]2)=[CH:4][CH:3]=1. (8) Given the reactants [C:1]([O:5][C:6]([N:8]1[CH2:13][CH2:12][N:11]([C:14]2[C:15]3[CH2:23][CH2:22][C@H:21]([CH3:24])[N:20](C(=O)C(OC)(C4C=CC=CC=4)C(F)(F)F)[C:16]=3[N:17]=[CH:18][N:19]=2)[CH2:10][CH2:9]1)=[O:7])([CH3:4])([CH3:3])[CH3:2].[Li+].[OH-].Cl, predict the reaction product. The product is: [C:1]([O:5][C:6]([N:8]1[CH2:9][CH2:10][N:11]([C:14]2[C:15]3[CH2:23][CH2:22][C@H:21]([CH3:24])[NH:20][C:16]=3[N:17]=[CH:18][N:19]=2)[CH2:12][CH2:13]1)=[O:7])([CH3:4])([CH3:2])[CH3:3]. (9) Given the reactants Cl[S:2]([C:5]1[CH:6]=[C:7]([CH:11]=[CH:12][CH:13]=1)[C:8]([OH:10])=[O:9])(=[O:4])=[O:3].[NH2:14][CH2:15][C:16]1[CH:17]=[CH:18][C:19]([F:42])=[C:20]([C:22]2[CH:27]=[CH:26][CH:25]=[C:24]([CH2:28][N:29]3[CH2:34][CH2:33][N:32]([C:35]([O:37][C:38]([CH3:41])([CH3:40])[CH3:39])=[O:36])[CH2:31][CH2:30]3)[CH:23]=2)[CH:21]=1.CCN(CC)CC, predict the reaction product. The product is: [CH3:41][C:38]([O:37][C:35]([N:32]1[CH2:33][CH2:34][N:29]([CH2:28][C:24]2[CH:23]=[C:22]([C:20]3[C:19]([F:42])=[CH:18][CH:17]=[C:16]([CH2:15][NH:14][S:2]([C:5]4[CH:6]=[C:7]([CH:11]=[CH:12][CH:13]=4)[C:8]([OH:10])=[O:9])(=[O:4])=[O:3])[CH:21]=3)[CH:27]=[CH:26][CH:25]=2)[CH2:30][CH2:31]1)=[O:36])([CH3:39])[CH3:40]. (10) Given the reactants C1(P(C2C=CC=CC=2)C2C=CC=CC=2)C=CC=CC=1.CCN(CC)CC.[C:27]([NH:31][C:32]1[N:36]2[CH:37]=[CH:38][N:39]=[CH:40][C:35]2=[N:34][C:33]=1[C:41]1[S:42][C:43]([C:46]#[C:47][Si](C)(C)C)=[CH:44][CH:45]=1)([CH3:30])([CH3:29])[CH3:28].Br[C:53]1[CH:57]=[CH:56][S:55][CH:54]=1.[F-].C([N+](CCCC)(CCCC)CCCC)CCC.C([O-])([O-])=O.[Na+].[Na+].[ClH:82], predict the reaction product. The product is: [ClH:82].[C:27]([NH:31][C:32]1[N:36]2[CH:37]=[CH:38][N:39]=[CH:40][C:35]2=[N:34][C:33]=1[C:41]1[S:42][C:43]([C:46]#[C:47][C:53]2[CH:57]=[CH:56][S:55][CH:54]=2)=[CH:44][CH:45]=1)([CH3:30])([CH3:29])[CH3:28].